Predict which catalyst facilitates the given reaction. From a dataset of Catalyst prediction with 721,799 reactions and 888 catalyst types from USPTO. (1) The catalyst class is: 4. Product: [C:2]1([NH:1][C:15](=[O:16])[C:12]2[CH:13]=[CH:14][C:9]([Br:8])=[CH:10][CH:11]=2)[CH:7]=[CH:6][CH:5]=[CH:4][CH:3]=1. Reactant: [NH2:1][C:2]1[CH:7]=[CH:6][CH:5]=[CH:4][CH:3]=1.[Br:8][C:9]1[CH:14]=[CH:13][C:12]([C:15](Cl)=[O:16])=[CH:11][CH:10]=1.C(N(CC)CC)C. (2) Reactant: [CH3:1][C:2]1[C:7]([O:8][CH:9]([F:11])[F:10])=[CH:6][CH:5]=[CH:4][C:3]=1[N:12]1[C:16](=[O:17])[N:15]([CH3:18])[N:14]=[N:13]1.N(C1(C#N)CCCCC1)=NC1(C#N)CCCCC1.[Br:37]N1C(=O)CCC1=O.ClC1C=CC=CC=1. Product: [Br:37][CH2:1][C:2]1[C:7]([O:8][CH:9]([F:10])[F:11])=[CH:6][CH:5]=[CH:4][C:3]=1[N:12]1[C:16](=[O:17])[N:15]([CH3:18])[N:14]=[N:13]1. The catalyst class is: 6. (3) Reactant: [CH2:1]([N:3]([CH2:25][C:26]([NH:28][CH2:29][CH3:30])=[O:27])[C:4]([C:6]1[CH:7]=[C:8]2[C:16](=[CH:17][CH:18]=1)[NH:15][C:14]1[CH2:13][CH2:12][CH:11]([CH:19]3[CH2:24][CH2:23][O:22][CH2:21][CH2:20]3)[CH2:10][C:9]2=1)=[O:5])[CH3:2].C[Si]([N-][Si](C)(C)C)(C)C.[K+].I[CH2:42][C:43]([O:45][CH2:46][CH3:47])=[O:44]. Product: [CH2:1]([N:3]([CH2:25][C:26]([NH:28][CH2:29][CH3:30])=[O:27])[C:4]([C:6]1[CH:7]=[C:8]2[C:16](=[CH:17][CH:18]=1)[N:15]([CH2:42][C:43]([O:45][CH2:46][CH3:47])=[O:44])[C:14]1[CH2:13][CH2:12][CH:11]([CH:19]3[CH2:24][CH2:23][O:22][CH2:21][CH2:20]3)[CH2:10][C:9]2=1)=[O:5])[CH3:2]. The catalyst class is: 683. (4) Reactant: [NH2:1][C:2]1[CH:7]=[CH:6][CH:5]=[C:4]([Br:8])[C:3]=1[OH:9].C(=O)(O)[O-].[Na+].[Br:15][CH:16]([CH3:20])[C:17](Cl)=[O:18]. Product: [Br:15][CH:16]([CH3:20])[C:17]([NH:1][C:2]1[CH:7]=[CH:6][CH:5]=[C:4]([Br:8])[C:3]=1[OH:9])=[O:18]. The catalyst class is: 84.